This data is from Full USPTO retrosynthesis dataset with 1.9M reactions from patents (1976-2016). The task is: Predict the reactants needed to synthesize the given product. Given the product [CH2:1]([O:8][C:9]([N:11]1[CH2:23][C:22]2[C:21](=[O:36])[C:20]3[CH:19]=[CH:18][CH:17]=[CH:16][C:15]=3[NH:14][C:13]=2[CH:12]1[C:24]1[CH:29]=[CH:28][C:27]2[O:30][CH2:31][O:32][C:26]=2[CH:25]=1)=[O:10])[C:2]1[CH:3]=[CH:4][CH:5]=[CH:6][CH:7]=1, predict the reactants needed to synthesize it. The reactants are: [CH2:1]([O:8][C:9]([N:11]1[CH2:23][CH2:22][C:21]2[C:20]3[C:15](=[CH:16][CH:17]=[CH:18][CH:19]=3)[NH:14][C:13]=2[CH:12]1[C:24]1[CH:29]=[CH:28][C:27]2[O:30][CH2:31][O:32][C:26]=2[CH:25]=1)=[O:10])[C:2]1[CH:7]=[CH:6][CH:5]=[CH:4][CH:3]=1.CC(C)([O-:36])C.[K+].O=O.C(O)(=O)C.